This data is from Full USPTO retrosynthesis dataset with 1.9M reactions from patents (1976-2016). The task is: Predict the reactants needed to synthesize the given product. (1) Given the product [Cl:9][C:10]1[CH:15]=[CH:14][C:13]([C@H:16]2[N:23]3[C:19]([S:20][C:21]([C:27]([N:29]([CH:40]([CH3:41])[CH3:42])[CH2:30][CH2:31][NH:32][CH3:33])=[O:28])=[C:22]3[CH:24]([CH3:26])[CH3:25])=[N:18][C@:17]2([C:44]2[CH:45]=[CH:46][C:47]([Cl:50])=[CH:48][CH:49]=2)[CH3:43])=[CH:12][CH:11]=1, predict the reactants needed to synthesize it. The reactants are: C(=O)([O-])[O-].[K+].[K+].CO.[Cl:9][C:10]1[CH:15]=[CH:14][C:13]([C@H:16]2[N:23]3[C:19]([S:20][C:21]([C:27]([N:29]([CH:40]([CH3:42])[CH3:41])[CH2:30][CH2:31][N:32](C)[C:33](=O)C(F)(F)F)=[O:28])=[C:22]3[CH:24]([CH3:26])[CH3:25])=[N:18][C@:17]2([C:44]2[CH:49]=[CH:48][C:47]([Cl:50])=[CH:46][CH:45]=2)[CH3:43])=[CH:12][CH:11]=1. (2) Given the product [C:58]1([C:33]2[C:34]3=[N:35][N:36]([C:39]4[CH:44]=[CH:43][N:42]=[CH:41][CH:40]=4)[N:37]=[C:38]3[C:30]([C:23]3[CH:24]=[CH:25][C:26]4[C:27]5[C:19](=[CH:18][C:17]([C:5]6[C:6]7[C:7](=[N:8][N:9]([C:11]8[CH:16]=[CH:15][N:14]=[CH:13][CH:12]=8)[N:10]=7)[C:2]([C:58]7[C:66]8[C:65]9[CH:67]=[CH:68][CH:69]=[CH:70][C:64]=9[S:63][C:62]=8[CH:61]=[CH:60][CH:59]=7)=[CH:3][CH:4]=6)=[CH:29][CH:28]=5)[C:20]([CH2:52][CH2:53][CH2:54][CH2:55][CH2:56][CH3:57])([CH2:46][CH2:47][CH2:48][CH2:49][CH2:50][CH3:51])[C:21]=4[CH:22]=3)=[CH:31][CH:32]=2)[C:66]2[C:65]3[CH:67]=[CH:68][CH:69]=[CH:70][C:64]=3[S:63][C:62]=2[CH:61]=[CH:60][CH:59]=1, predict the reactants needed to synthesize it. The reactants are: Br[C:2]1[C:7]2=[N:8][N:9]([C:11]3[CH:16]=[CH:15][N:14]=[CH:13][CH:12]=3)[N:10]=[C:6]2[C:5]([C:17]2[CH:29]=[CH:28][C:27]3[C:26]4[C:21](=[CH:22][C:23]([C:30]5[C:38]6[C:34](=[N:35][N:36]([C:39]7[CH:44]=[CH:43][N:42]=[CH:41][CH:40]=7)[N:37]=6)[C:33](Br)=[CH:32][CH:31]=5)=[CH:24][CH:25]=4)[C:20]([CH2:52][CH2:53][CH2:54][CH2:55][CH2:56][CH3:57])([CH2:46][CH2:47][CH2:48][CH2:49][CH2:50][CH3:51])[C:19]=3[CH:18]=2)=[CH:4][CH:3]=1.[CH:58]1[C:66]2[C:65]3[CH:67]=[CH:68][CH:69]=[CH:70][C:64]=3[S:63][C:62]=2[C:61](B(O)O)=[CH:60][CH:59]=1.C(=O)([O-])[O-].[Na+].[Na+].[OH-].[Na+]. (3) Given the product [Cl:53][C:50]1[CH:51]=[CH:52][C:47]([C@H:43]([C:44]([N:31]2[CH2:32][CH2:33][N:28]([C:20]3[C:19]([C:15]4[CH:16]=[CH:17][CH:18]=[C:13]([F:12])[CH:14]=4)=[CH:24][N:23]=[C:22]4[NH:25][N:26]=[CH:27][C:21]=34)[CH2:29][CH2:30]2)=[O:45])[CH2:42][N:41]([CH:54]([CH3:55])[CH3:56])[C:39](=[O:40])[O:38][C:34]([CH3:36])([CH3:35])[CH3:37])=[CH:48][CH:49]=1, predict the reactants needed to synthesize it. The reactants are: CCN(C(C)C)C(C)C.Cl.Cl.[F:12][C:13]1[CH:14]=[C:15]([C:19]2[C:20]([N:28]3[CH2:33][CH2:32][NH:31][CH2:30][CH2:29]3)=[C:21]3[CH:27]=[N:26][NH:25][C:22]3=[N:23][CH:24]=2)[CH:16]=[CH:17][CH:18]=1.[C:34]([O:38][C:39]([N:41]([CH:54]([CH3:56])[CH3:55])[CH2:42][C@H:43]([C:47]1[CH:52]=[CH:51][C:50]([Cl:53])=[CH:49][CH:48]=1)[C:44](O)=[O:45])=[O:40])([CH3:37])([CH3:36])[CH3:35].CN(C(ON1N=NC2C=CC=CC1=2)=[N+](C)C)C.[B-](F)(F)(F)F. (4) Given the product [Cl:20][C:18]1[C:17]([C:21]([F:24])([F:23])[F:22])=[CH:16][C:15]2[N:25]=[C:26]([CH2:27][CH2:28][CH2:29][C:30]3[CH:31]=[CH:32][N:33]=[CH:34][CH:35]=3)[N:13]([C:10]3[CH:11]=[CH:12][C:7]([CH2:6][CH2:5][OH:4])=[CH:8][CH:9]=3)[C:14]=2[CH:19]=1, predict the reactants needed to synthesize it. The reactants are: C([O:4][CH2:5][CH2:6][C:7]1[CH:12]=[CH:11][C:10]([NH:13][C:14]2[CH:19]=[C:18]([Cl:20])[C:17]([C:21]([F:24])([F:23])[F:22])=[CH:16][C:15]=2[NH:25][C:26](=O)[CH2:27][CH2:28][CH2:29][C:30]2[CH:35]=[CH:34][N:33]=[CH:32][CH:31]=2)=[CH:9][CH:8]=1)(=O)C.[OH-].[Na+]. (5) Given the product [CH3:1][O:2][C:3]1[CH:10]=[CH:9][C:6]([CH2:7]/[N:8]=[CH:11]/[C:12]2[CH:17]=[CH:16][CH:15]=[CH:14][CH:13]=2)=[CH:5][CH:4]=1, predict the reactants needed to synthesize it. The reactants are: [CH3:1][O:2][C:3]1[CH:10]=[CH:9][C:6]([CH2:7][NH2:8])=[CH:5][CH:4]=1.[CH:11](=O)[C:12]1[CH:17]=[CH:16][CH:15]=[CH:14][CH:13]=1.[O-]S([O-])(=O)=O.[Mg+2]. (6) Given the product [CH3:19][O:20][C:21](=[O:28])[C@@H:22]([NH:23][C:15]([C:7]1[CH:6]=[CH:5][C:4]([CH:1]2[CH2:2][CH2:3]2)=[C:9]([O:10][CH2:11][CH:12]2[CH2:13][CH2:14]2)[N:8]=1)=[O:17])[C:24]([CH3:27])([CH3:26])[CH3:25], predict the reactants needed to synthesize it. The reactants are: [CH:1]1([C:4]2[CH:5]=[CH:6][C:7]([C:15]([OH:17])=O)=[N:8][C:9]=2[O:10][CH2:11][CH:12]2[CH2:14][CH2:13]2)[CH2:3][CH2:2]1.Cl.[CH3:19][O:20][C:21](=[O:28])[C@H:22]([C:24]([CH3:27])([CH3:26])[CH3:25])[NH2:23]. (7) The reactants are: [C:1]1([N:7]2[CH2:12][CH2:11][O:10][CH2:9][CH2:8]2)[CH2:6][CH2:5][CH2:4][CH2:3][CH:2]=1.[C:13](C1CCC(=O)CC1)([CH3:16])([CH3:15])[CH3:14].N1CCOCC1. Given the product [C:13]([CH:4]1[CH2:5][CH2:6][C:1]([N:7]2[CH2:12][CH2:11][O:10][CH2:9][CH2:8]2)=[CH:2][CH2:3]1)([CH3:16])([CH3:15])[CH3:14], predict the reactants needed to synthesize it.